This data is from Full USPTO retrosynthesis dataset with 1.9M reactions from patents (1976-2016). The task is: Predict the reactants needed to synthesize the given product. (1) Given the product [Cl:1][C:2]1[CH:7]=[CH:6][CH:5]=[CH:4][C:3]=1[N:8]1[C:12]([C:13]([NH:34][C:30]2[CH:31]=[CH:32][CH:33]=[C:27]([CH3:26])[C:28]=2[NH:29][C:50](=[O:46])[CH:49]([CH3:20])[CH3:48])=[O:15])=[CH:11][C:10]([C:16]([F:19])([F:18])[F:17])=[N:9]1, predict the reactants needed to synthesize it. The reactants are: [Cl:1][C:2]1[CH:7]=[CH:6][CH:5]=[CH:4][C:3]=1[N:8]1[C:12]([C:13]([OH:15])=O)=[CH:11][C:10]([C:16]([F:19])([F:18])[F:17])=[N:9]1.[C:20](Cl)(=O)C(Cl)=O.[CH3:26][C:27]1[CH:33]=[CH:32][CH:31]=[C:30]([N+:34]([O-])=O)[C:28]=1[NH2:29].C(N(CC)C(C)C)(C)C.[O:46]1[CH2:50][CH2:49][CH2:48]C1. (2) Given the product [Cl:19][C:13]1[CH:14]=[C:15]([Cl:18])[CH:16]=[CH:17][C:12]=1[C:11]1[C:7]([NH:6][C:36](=[O:37])[CH2:35][Br:34])=[CH:8][N:9]([CH2:10][CH2:11][CH2:7][N:6]2[C:42](=[O:43])[C:44]3[CH:14]=[CH:13][CH:12]=[CH:17][C:16]=3[C:1]2=[O:4])[CH:10]=1, predict the reactants needed to synthesize it. The reactants are: [C:1]([O-:4])(O)=O.[Na+].[NH2:6][C:7]1[C:11]([C:12]2[CH:17]=[CH:16][C:15]([Cl:18])=[CH:14][C:13]=2[Cl:19])=[CH:10][NH:9][C:8]=1CCCN1C(=O)C2C=CC=CC=2C1=O.[Br:34][CH2:35][C:36](Cl)=[O:37].CCO[C:42]([CH3:44])=[O:43]. (3) Given the product [O:1]1[C:5]2[CH:28]=[CH:27][CH:35]=[CH:30][C:4]=2[CH:3]=[C:2]1[C:6]1[C:14]2[C:13]([NH:15][CH3:16])=[N:12][CH:11]=[N:10][C:9]=2[N:8]([C@@H:17]2[O:23][C@H:22]([CH2:24][OH:25])[C@@H:20]([OH:21])[C@H:18]2[OH:19])[CH:7]=1, predict the reactants needed to synthesize it. The reactants are: [O:1]1[CH:5]=[CH:4][CH:3]=[C:2]1[C:6]1[C:14]2[C:13]([NH:15][CH3:16])=[N:12][CH:11]=[N:10][C:9]=2[N:8]([C@@H:17]2[O:23][C@H:22]([CH2:24][OH:25])[C@@H:20]([OH:21])[C@H:18]2[OH:19])[CH:7]=1.I[C:27]1[C:35]2C(NC)=NC=N[C:30]=2N([C@@H]2O[C@H](CO)[C@@H](O)[C@H]2O)[CH:28]=1.O1C2C=CC=CC=2C=C1B(O)O. (4) The reactants are: [CH:1]([C:4]1[CH:9]=[CH:8][CH:7]=[C:6]([CH:10]([CH3:12])[CH3:11])[C:5]=1[OH:13])([CH3:3])[CH3:2].[C:14](=O)([O-])[O-].[K+].[K+].CI. Given the product [CH:10]([C:6]1[CH:7]=[CH:8][CH:9]=[C:4]([CH:1]([CH3:3])[CH3:2])[C:5]=1[O:13][CH3:14])([CH3:12])[CH3:11], predict the reactants needed to synthesize it. (5) Given the product [CH2:7]([O:6][N:5]1[C:3](=[O:4])[CH2:2][NH:1][C:17]1=[O:18])[C:8]1[CH:13]=[CH:12][CH:11]=[CH:10][CH:9]=1, predict the reactants needed to synthesize it. The reactants are: [NH2:1][CH2:2][C:3]([NH:5][O:6][CH2:7][C:8]1[CH:13]=[CH:12][CH:11]=[CH:10][CH:9]=1)=[O:4].CN1CC[O:18][CH2:17]C1.C(N1C=CN=C1)(N1C=CN=C1)=O. (6) Given the product [F:18][C:15]1[CH:14]=[CH:13][C:12]([O:11][C:9]2[CH:8]=[CH:7][C:5]3[N:6]=[C:2]([NH:1][C:20](=[S:21])[O:22][CH2:23][CH3:26])[S:3][C:4]=3[CH:10]=2)=[CH:17][CH:16]=1, predict the reactants needed to synthesize it. The reactants are: [NH2:1][C:2]1[S:3][C:4]2[CH:10]=[C:9]([O:11][C:12]3[CH:17]=[CH:16][C:15]([F:18])=[CH:14][CH:13]=3)[CH:8]=[CH:7][C:5]=2[N:6]=1.Cl[C:20]([O:22][CH3:23])=[S:21].Cl.N1C=CC=C[CH:26]=1. (7) Given the product [CH3:13][O:14][C:15]([C:17]1[S:26][C:20]2[N:21]=[CH:22][N:23]=[C:24]([NH:11][C:10]3[C:5]([O:4][CH2:3][CH:2]([F:1])[F:12])=[N:6][CH:7]=[CH:8][CH:9]=3)[C:19]=2[C:18]=1[CH3:27])=[O:16], predict the reactants needed to synthesize it. The reactants are: [F:1][CH:2]([F:12])[CH2:3][O:4][C:5]1[C:10]([NH2:11])=[CH:9][CH:8]=[CH:7][N:6]=1.[CH3:13][O:14][C:15]([C:17]1[S:26][C:20]2[N:21]=[C:22](Cl)[N:23]=[CH:24][C:19]=2[C:18]=1[CH3:27])=[O:16]. (8) Given the product [NH2:1][C:2]1[CH:9]=[CH:8][C:7]([I:10])=[CH:6][C:3]=1[C:4]#[N:5], predict the reactants needed to synthesize it. The reactants are: [NH2:1][C:2]1[CH:9]=[CH:8][CH:7]=[CH:6][C:3]=1[C:4]#[N:5].[I-:10].[NH4+].OO.ClCCl. (9) The reactants are: [Cl:1][C:2]1[CH:35]=[CH:34][CH:33]=[C:32]([Cl:36])[C:3]=1[CH2:4][CH2:5][NH:6][C:7]([C:9]1[CH:31]=[CH:30][C:12]([O:13][C:14]2[CH:19]=[CH:18][C:17]([CH2:20][C:21]([O:23]C(C)(C)C)=[O:22])=[CH:16][C:15]=2[C:28]#[N:29])=[CH:11][CH:10]=1)=[O:8].C(O)(C(F)(F)F)=O. Given the product [C:28]([C:15]1[CH:16]=[C:17]([CH2:20][C:21]([OH:23])=[O:22])[CH:18]=[CH:19][C:14]=1[O:13][C:12]1[CH:30]=[CH:31][C:9]([C:7](=[O:8])[NH:6][CH2:5][CH2:4][C:3]2[C:2]([Cl:1])=[CH:35][CH:34]=[CH:33][C:32]=2[Cl:36])=[CH:10][CH:11]=1)#[N:29], predict the reactants needed to synthesize it. (10) Given the product [CH2:1]([O:3][C:4](=[O:20])[CH2:5][O:6][C:7]1[CH:12]=[CH:11][C:10]([N:13]([CH3:14])[CH2:26][C:27]2[C:28]([CH3:43])=[N:29][C:30]([C:33]3[CH:38]=[CH:37][C:36]([C:39]([F:42])([F:41])[F:40])=[CH:35][CH:34]=3)=[CH:31][CH:32]=2)=[CH:9][C:8]=1[CH2:15][CH2:16][CH2:17][O:18][CH3:19])[CH3:2], predict the reactants needed to synthesize it. The reactants are: [CH2:1]([O:3][C:4](=[O:20])[CH2:5][O:6][C:7]1[CH:12]=[CH:11][C:10]([NH:13][CH3:14])=[CH:9][C:8]=1[CH2:15][CH2:16][CH2:17][O:18][CH3:19])[CH3:2].[H-].[Na+].[Na+].[I-].Cl[CH2:26][C:27]1[C:28]([CH3:43])=[N:29][C:30]([C:33]2[CH:38]=[CH:37][C:36]([C:39]([F:42])([F:41])[F:40])=[CH:35][CH:34]=2)=[CH:31][CH:32]=1.